Dataset: Reaction yield outcomes from USPTO patents with 853,638 reactions. Task: Predict the reaction yield, written as a fraction of the theoretical maximum amount of product (1.0 means a 100% yield; for example, 0.34 means a 34% yield). (1) The reactants are [CH3:1][N:2]1[C:10]2[C:5](=[CH:6][CH:7]=[C:8]([CH3:11])[CH:9]=2)[C:4]([C:12]2[N:17]=[C:16]3[C:18]([C:29]([O:31]C)=[O:30])=[CH:19][N:20](COC(=O)C(C)(C)C)[C:15]3=[N:14][CH:13]=2)=[N:3]1.[OH-].[K+]. The catalyst is O1CCOCC1.O.O. The product is [CH3:1][N:2]1[C:10]2[C:5](=[CH:6][CH:7]=[C:8]([CH3:11])[CH:9]=2)[C:4]([C:12]2[N:17]=[C:16]3[C:18]([C:29]([OH:31])=[O:30])=[CH:19][NH:20][C:15]3=[N:14][CH:13]=2)=[N:3]1. The yield is 0.845. (2) The reactants are Br[CH2:2][CH2:3][CH2:4][CH:5]=[CH2:6].[Mg].[CH:8]12[O:13][CH:9]1[CH2:10][CH2:11][CH2:12]2. The catalyst is CCOCC.C1COCC1.[Cu]I. The product is [CH2:2]([C@@H:8]1[CH2:12][CH2:11][CH2:10][C@H:9]1[OH:13])[CH2:3][CH2:4][CH:5]=[CH2:6]. The yield is 0.620. (3) The reactants are [Cl-].O[NH3+:3].[C:4](=[O:7])([O-])[OH:5].[Na+].CS(C)=O.[CH3:13][C:14]1[N:15]([C:39]2[CH:44]=[CH:43][CH:42]=[CH:41][CH:40]=2)[C:16](=[O:38])[C:17]([CH2:23][C:24]2[CH:29]=[CH:28][C:27]([C:30]3[C:31]([C:36]#[N:37])=[CH:32][CH:33]=[CH:34][CH:35]=3)=[CH:26][CH:25]=2)=[C:18]([CH2:20][CH2:21][CH3:22])[N:19]=1. The catalyst is O.C(OCC)(=O)C. The product is [CH3:13][C:14]1[N:15]([C:39]2[CH:40]=[CH:41][CH:42]=[CH:43][CH:44]=2)[C:16](=[O:38])[C:17]([CH2:23][C:24]2[CH:29]=[CH:28][C:27]([C:30]3[CH:35]=[CH:34][CH:33]=[CH:32][C:31]=3[C:36]3[NH:3][C:4](=[O:7])[O:5][N:37]=3)=[CH:26][CH:25]=2)=[C:18]([CH2:20][CH2:21][CH3:22])[N:19]=1. The yield is 0.410. (4) The reactants are [S:1]1[CH:5]=[CH:4][N:3]=[CH:2]1.CN(CCN(C)C)C.[Li]CCCC.[CH3:19][NH:20][C@H:21]([C:31]([NH:33][C@H:34]([C:39]([N:41]([C@@H:43]([CH:53]([CH3:55])[CH3:54])/[CH:44]=[C:45](\[CH3:52])/[C:46](N(OC)C)=[O:47])[CH3:42])=[O:40])[C:35]([CH3:38])([CH3:37])[CH3:36])=[O:32])[C:22]([CH3:30])([CH3:29])[C:23]1[CH:28]=[CH:27][CH:26]=[CH:25][CH:24]=1. The catalyst is C1COCC1. The product is [CH3:19][NH:20][C@H:21]([C:31]([NH:33][C@H:34]([C:39]([N:41]([C@@H:43]([CH:53]([CH3:55])[CH3:54])/[CH:44]=[C:45](\[CH3:52])/[C:46](=[O:47])[C:2]1[S:1][CH:5]=[CH:4][N:3]=1)[CH3:42])=[O:40])[C:35]([CH3:38])([CH3:37])[CH3:36])=[O:32])[C:22]([CH3:30])([CH3:29])[C:23]1[CH:28]=[CH:27][CH:26]=[CH:25][CH:24]=1. The yield is 0.860. (5) The reactants are C([O:4][C@@H:5]1[C@@H:10]([N:11]=[N+:12]=[N-:13])[C@@H:9]([O:14]C(=O)C)[C@@H:8]([CH2:18][O:19]C(=O)C)[O:7][C@H:6]1[S:23][C@@H:24]1[O:37][C@H:36]([CH2:38][O:39]C(=O)C)[C@H:31]([O:32]C(=O)C)[C@H:30]([N:43]=[N+:44]=[N-:45])[C@H:25]1[O:26]C(=O)C)(=O)C.C(Cl)Cl.C[O-].[Na+].CCCCCCC.CCOC(C)=O. The catalyst is CO. The product is [N:11]([C@H:10]1[C@@H:9]([OH:14])[C@@H:8]([CH2:18][OH:19])[O:7][C@@H:6]([S:23][C@@H:24]2[O:37][C@H:36]([CH2:38][OH:39])[C@H:31]([OH:32])[C@H:30]([N:43]=[N+:44]=[N-:45])[C@H:25]2[OH:26])[C@@H:5]1[OH:4])=[N+:12]=[N-:13]. The yield is 0.750. (6) The reactants are [NH:1]1[C:9]2[C:4](=[CH:5][CH:6]=[CH:7][CH:8]=2)[CH:3]=[C:2]1[C:10]([OH:12])=O.[C:13]([O:17][C:18](=[O:26])[N:19]([CH3:25])[CH:20]1[CH2:24][CH2:23][NH:22][CH2:21]1)([CH3:16])([CH3:15])[CH3:14].C1N=CN(C(N2C=NC=C2)=O)C=1. The catalyst is C1COCC1. The product is [C:13]([O:17][C:18](=[O:26])[N:19]([CH:20]1[CH2:24][CH2:23][N:22]([C:10]([C:2]2[NH:1][C:9]3[C:4]([CH:3]=2)=[CH:5][CH:6]=[CH:7][CH:8]=3)=[O:12])[CH2:21]1)[CH3:25])([CH3:16])([CH3:14])[CH3:15]. The yield is 0.690.